This data is from NCI-60 drug combinations with 297,098 pairs across 59 cell lines. The task is: Regression. Given two drug SMILES strings and cell line genomic features, predict the synergy score measuring deviation from expected non-interaction effect. (1) Drug 1: C1CN1C2=NC(=NC(=N2)N3CC3)N4CC4. Drug 2: CC1C(C(CC(O1)OC2CC(CC3=C2C(=C4C(=C3O)C(=O)C5=CC=CC=C5C4=O)O)(C(=O)C)O)N)O. Cell line: CAKI-1. Synergy scores: CSS=42.8, Synergy_ZIP=-6.42, Synergy_Bliss=-7.67, Synergy_Loewe=-5.06, Synergy_HSA=-0.442. (2) Drug 1: C1=NC2=C(N=C(N=C2N1C3C(C(C(O3)CO)O)O)F)N. Drug 2: CN1C2=C(C=C(C=C2)N(CCCl)CCCl)N=C1CCCC(=O)O.Cl. Cell line: HOP-62. Synergy scores: CSS=28.1, Synergy_ZIP=-3.67, Synergy_Bliss=-1.02, Synergy_Loewe=-14.9, Synergy_HSA=-7.09. (3) Drug 1: CC1C(C(CC(O1)OC2CC(CC3=C2C(=C4C(=C3O)C(=O)C5=C(C4=O)C(=CC=C5)OC)O)(C(=O)C)O)N)O.Cl. Drug 2: C1=CN(C=N1)CC(O)(P(=O)(O)O)P(=O)(O)O. Cell line: NCI-H226. Synergy scores: CSS=0.751, Synergy_ZIP=-5.63, Synergy_Bliss=-12.8, Synergy_Loewe=-19.0, Synergy_HSA=-12.8. (4) Drug 1: CN1CCC(CC1)COC2=C(C=C3C(=C2)N=CN=C3NC4=C(C=C(C=C4)Br)F)OC. Drug 2: C1CNP(=O)(OC1)N(CCCl)CCCl. Cell line: SF-268. Synergy scores: CSS=-3.64, Synergy_ZIP=2.44, Synergy_Bliss=0.247, Synergy_Loewe=-3.43, Synergy_HSA=-3.04. (5) Drug 1: CCC1(CC2CC(C3=C(CCN(C2)C1)C4=CC=CC=C4N3)(C5=C(C=C6C(=C5)C78CCN9C7C(C=CC9)(C(C(C8N6C=O)(C(=O)OC)O)OC(=O)C)CC)OC)C(=O)OC)O.OS(=O)(=O)O. Drug 2: C1CC(=O)NC(=O)C1N2C(=O)C3=CC=CC=C3C2=O. Cell line: NCIH23. Synergy scores: CSS=-4.72, Synergy_ZIP=-5.15, Synergy_Bliss=-13.3, Synergy_Loewe=-40.3, Synergy_HSA=-13.7. (6) Drug 1: C1=NC2=C(N=C(N=C2N1C3C(C(C(O3)CO)O)O)F)N. Drug 2: COC1=NC(=NC2=C1N=CN2C3C(C(C(O3)CO)O)O)N. Cell line: SN12C. Synergy scores: CSS=23.6, Synergy_ZIP=-6.42, Synergy_Bliss=-5.59, Synergy_Loewe=-7.57, Synergy_HSA=-2.64. (7) Drug 1: CN(C)N=NC1=C(NC=N1)C(=O)N. Drug 2: C1C(C(OC1N2C=NC3=C(N=C(N=C32)Cl)N)CO)O. Cell line: OVCAR-5. Synergy scores: CSS=-1.83, Synergy_ZIP=-2.17, Synergy_Bliss=-6.62, Synergy_Loewe=-14.4, Synergy_HSA=-7.73. (8) Drug 1: CCC1(CC2CC(C3=C(CCN(C2)C1)C4=CC=CC=C4N3)(C5=C(C=C6C(=C5)C78CCN9C7C(C=CC9)(C(C(C8N6C=O)(C(=O)OC)O)OC(=O)C)CC)OC)C(=O)OC)O.OS(=O)(=O)O. Drug 2: CC1=C(N=C(N=C1N)C(CC(=O)N)NCC(C(=O)N)N)C(=O)NC(C(C2=CN=CN2)OC3C(C(C(C(O3)CO)O)O)OC4C(C(C(C(O4)CO)O)OC(=O)N)O)C(=O)NC(C)C(C(C)C(=O)NC(C(C)O)C(=O)NCCC5=NC(=CS5)C6=NC(=CS6)C(=O)NCCC[S+](C)C)O. Cell line: NCIH23. Synergy scores: CSS=49.7, Synergy_ZIP=1.48, Synergy_Bliss=1.36, Synergy_Loewe=-0.847, Synergy_HSA=2.47. (9) Drug 1: CC1CCC2CC(C(=CC=CC=CC(CC(C(=O)C(C(C(=CC(C(=O)CC(OC(=O)C3CCCCN3C(=O)C(=O)C1(O2)O)C(C)CC4CCC(C(C4)OC)O)C)C)O)OC)C)C)C)OC. Cell line: UO-31. Drug 2: CC=C1C(=O)NC(C(=O)OC2CC(=O)NC(C(=O)NC(CSSCCC=C2)C(=O)N1)C(C)C)C(C)C. Synergy scores: CSS=14.2, Synergy_ZIP=-3.82, Synergy_Bliss=2.74, Synergy_Loewe=1.73, Synergy_HSA=1.74. (10) Drug 1: CS(=O)(=O)CCNCC1=CC=C(O1)C2=CC3=C(C=C2)N=CN=C3NC4=CC(=C(C=C4)OCC5=CC(=CC=C5)F)Cl. Drug 2: C1CCC(C(C1)N)N.C(=O)(C(=O)[O-])[O-].[Pt+4]. Cell line: ACHN. Synergy scores: CSS=32.7, Synergy_ZIP=-7.67, Synergy_Bliss=-3.10, Synergy_Loewe=-2.95, Synergy_HSA=-1.24.